This data is from Full USPTO retrosynthesis dataset with 1.9M reactions from patents (1976-2016). The task is: Predict the reactants needed to synthesize the given product. (1) Given the product [CH2:30]([O:37][C:38]1[CH:39]=[CH:40][C:41]2[C:42]3[N:50]=[C:49]([C:1]4[CH:6]=[CH:5][CH:4]=[CH:3][CH:2]=4)[CH:48]=[C:47]([C:52]([O:54][CH3:55])=[O:53])[C:43]=3[NH:44][C:45]=2[CH:46]=1)[C:31]1[CH:36]=[CH:35][CH:34]=[CH:33][CH:32]=1, predict the reactants needed to synthesize it. The reactants are: [CH:1]1(P([CH:1]2[CH2:6][CH2:5][CH2:4][CH2:3][CH2:2]2)C2C=CC=CC=2C2C(OC)=CC=CC=2OC)[CH2:6][CH2:5][CH2:4][CH2:3][CH2:2]1.[CH2:30]([O:37][C:38]1[CH:39]=[CH:40][C:41]2[C:42]3[N:50]=[C:49](Br)[CH:48]=[C:47]([C:52]([O:54][CH3:55])=[O:53])[C:43]=3[NH:44][C:45]=2[CH:46]=1)[C:31]1[CH:36]=[CH:35][CH:34]=[CH:33][CH:32]=1.C1(B(O)O)C=CC=CC=1.[O-]P([O-])([O-])=O.[K+].[K+].[K+]. (2) The reactants are: [CH3:1][C@H:2]([CH:6]=[CH2:7])[C:3](O)=[O:4].[CH3:8][O:9][C:10](=[O:37])[NH:11][C:12]1[CH:17]=[CH:16][C:15]([C:18]2[CH:23]=[CH:22][N:21]=[C:20]([C@@H:24]([NH:28][C:29]([O:31][C:32]([CH3:35])([CH3:34])[CH3:33])=[O:30])[CH2:25][CH:26]=[CH2:27])[CH:19]=2)=[C:14]([NH2:36])[CH:13]=1.N1C=CC=CC=1.C(P1(=O)OP(CCC)(=O)OP(CCC)(=O)O1)CC. Given the product [C:32]([O:31][C:29]([NH:28][C@H:24]([C:20]1[CH:19]=[C:18]([C:15]2[CH:16]=[CH:17][C:12]([NH:11][C:10](=[O:37])[O:9][CH3:8])=[CH:13][C:14]=2[NH:36][C:3](=[O:4])[C@H:2]([CH3:1])[CH:6]=[CH2:7])[CH:23]=[CH:22][N:21]=1)[CH2:25][CH:26]=[CH2:27])=[O:30])([CH3:34])([CH3:33])[CH3:35], predict the reactants needed to synthesize it.